Task: Predict the product of the given reaction.. Dataset: Forward reaction prediction with 1.9M reactions from USPTO patents (1976-2016) (1) Given the reactants [C:1]([O:5][C:6]([N:8]([C:11]1([C@@H:14]2[CH2:18][CH2:17][N:16]([C@H](C3C=CC=CC=3)C)[CH2:15]2)[CH2:13][CH2:12]1)[CH2:9][CH3:10])=[O:7])([CH3:4])([CH3:3])[CH3:2], predict the reaction product. The product is: [C:1]([O:5][C:6]([N:8]([C:11]1([C@@H:14]2[CH2:18][CH2:17][NH:16][CH2:15]2)[CH2:13][CH2:12]1)[CH2:9][CH3:10])=[O:7])([CH3:2])([CH3:3])[CH3:4]. (2) The product is: [ClH:18].[NH2:10][CH:7]1[CH2:6][CH2:5][N:4]([C:2]2[S:3][C:19]([C:20]([O:22][CH2:23][CH3:24])=[O:21])=[C:25]([CH2:26][N:27]3[C:35](=[O:36])[C:34]4[C:29](=[CH:30][CH:31]=[CH:32][CH:33]=4)[C:28]3=[O:37])[N:1]=2)[CH2:9][CH2:8]1. Given the reactants [NH2:1][C:2]([N:4]1[CH2:9][CH2:8][CH:7]([NH:10]C(=O)OC(C)(C)C)[CH2:6][CH2:5]1)=[S:3].[Cl:18][CH:19]([C:25](=O)[CH2:26][N:27]1[C:35](=[O:36])[C:34]2[C:29](=[CH:30][CH:31]=[CH:32][CH:33]=2)[C:28]1=[O:37])[C:20]([O:22][CH2:23][CH3:24])=[O:21], predict the reaction product. (3) Given the reactants [CH2:1]([N:3]1[C:12]2[C:7](=[CH:8][CH:9]=[CH:10][CH:11]=2)[NH:6][C:5](=O)[C:4]1=[O:14])[CH3:2].P(Br)(Br)([Br:17])=O.C(=O)([O-])[O-].[Na+].[Na+], predict the reaction product. The product is: [Br:17][C:5]1[C:4](=[O:14])[N:3]([CH2:1][CH3:2])[C:12]2[C:7]([N:6]=1)=[CH:8][CH:9]=[CH:10][CH:11]=2. (4) Given the reactants CC1C=CC(S(O[CH2:12][CH:13]2[CH2:22][CH2:21][C:20]3[C:15](=[CH:16][C:17]([S:23]([CH3:26])(=[O:25])=[O:24])=[CH:18][CH:19]=3)[O:14]2)(=O)=O)=CC=1.[NH:27]1[CH2:30][CH2:29][CH2:28]1, predict the reaction product. The product is: [CH3:26][S:23]([C:17]1[CH:16]=[C:15]2[C:20]([CH2:21][CH2:22][CH:13]([CH2:12][N:27]3[CH2:30][CH2:29][CH2:28]3)[O:14]2)=[CH:19][CH:18]=1)(=[O:24])=[O:25]. (5) Given the reactants [CH3:1][O:2][C:3]1[CH:8]=[CH:7][C:6]([CH2:9][CH2:10][CH2:11][C:12]([NH2:14])=O)=[CH:5][CH:4]=1.[H-].[H-].[H-].[H-].[Li+].[Al+3].[OH-].[Na+], predict the reaction product. The product is: [CH3:1][O:2][C:3]1[CH:8]=[CH:7][C:6]([CH2:9][CH2:10][CH2:11][CH2:12][NH2:14])=[CH:5][CH:4]=1.